This data is from Full USPTO retrosynthesis dataset with 1.9M reactions from patents (1976-2016). The task is: Predict the reactants needed to synthesize the given product. (1) Given the product [O:14]=[C:12]1[N:11]([CH2:15][C:16]2[CH:21]=[CH:20][CH:19]=[CH:18][CH:17]=2)[CH2:10][C:9](=[O:22])[N:8]([CH2:7][C:1]2[CH:2]=[CH:3][CH:4]=[CH:5][CH:6]=2)[CH:13]1[C:32]1([OH:31])[CH2:33][N:34]([C:36]([O:38][C:39]([CH3:41])([CH3:40])[CH3:42])=[O:37])[CH2:35]1, predict the reactants needed to synthesize it. The reactants are: [C:1]1([CH2:7][N:8]2[CH2:13][C:12](=[O:14])[N:11]([CH2:15][C:16]3[CH:21]=[CH:20][CH:19]=[CH:18][CH:17]=3)[CH2:10][C:9]2=[O:22])[CH:6]=[CH:5][CH:4]=[CH:3][CH:2]=1.C([N-]C(C)C)(C)C.[Li+].[O:31]=[C:32]1[CH2:35][N:34]([C:36]([O:38][C:39]([CH3:42])([CH3:41])[CH3:40])=[O:37])[CH2:33]1. (2) Given the product [Cl:8][C:5]1[CH:6]=[CH:7][C:2]2[NH:1][C:19](=[O:26])[CH:20]([CH2:22][C:23]([OH:25])=[O:24])[S:21][CH:9]([C:11]3[CH:16]=[CH:15][CH:14]=[C:13]([F:17])[C:12]=3[F:18])[C:3]=2[CH:4]=1, predict the reactants needed to synthesize it. The reactants are: [NH2:1][C:2]1[CH:7]=[CH:6][C:5]([Cl:8])=[CH:4][C:3]=1[CH:9]([C:11]1[CH:16]=[CH:15][CH:14]=[C:13]([F:17])[C:12]=1[F:18])O.[C:19](O)(=[O:26])[CH:20]([CH2:22][C:23]([OH:25])=[O:24])[SH:21].Cl.O1CCOCC1. (3) Given the product [C:21]([O:20][C:18]([N:25]1[CH2:28][CH:27]([O:10][C:8]2[CH:9]=[C:2]([F:1])[C:3]([CH:4]=[O:5])=[C:6]([F:11])[CH:7]=2)[CH2:26]1)=[O:19])([CH3:24])([CH3:22])[CH3:23], predict the reactants needed to synthesize it. The reactants are: [F:1][C:2]1[CH:9]=[C:8]([OH:10])[CH:7]=[C:6]([F:11])[C:3]=1[CH:4]=[O:5].C(=O)([O-])[O-].[Cs+].[Cs+].[C:18]([N:25]1[CH2:28][CH:27](I)[CH2:26]1)([O:20][C:21]([CH3:24])([CH3:23])[CH3:22])=[O:19]. (4) Given the product [NH:20]1[CH:26]=[CH:27][CH2:28][CH2:23][CH2:24]1.[PH:30](=[O:29])([O:6][CH2:7][CH3:8])[O:12][CH2:9][CH3:10], predict the reactants needed to synthesize it. The reactants are: C([O:6][CH2:7][CH3:8])(=O)C(C)O.[CH:9]([OH:12])(C)[CH3:10].F[P-](F)(F)(F)(F)F.[N:20]1([O:29][P+:30](N2CCCC2)(N2CCCC2)N2CCCC2)[C:24]2C=[CH:26][CH:27]=[CH:28][C:23]=2N=N1.C(N(C(C)C)CC)(C)C. (5) Given the product [Cl:1][C:2]1[CH:3]=[C:4]([C:9]2([C:24]([F:27])([F:26])[F:25])[O:13][N:12]=[C:11]([C:14]3[CH:22]=[CH:21][C:17]([C:18]([NH2:29])=[O:19])=[C:16]([CH3:23])[CH:15]=3)[CH2:10]2)[CH:5]=[C:6]([Cl:8])[CH:7]=1, predict the reactants needed to synthesize it. The reactants are: [Cl:1][C:2]1[CH:3]=[C:4]([C:9]2([C:24]([F:27])([F:26])[F:25])[O:13][N:12]=[C:11]([C:14]3[CH:22]=[CH:21][C:17]([C:18](Cl)=[O:19])=[C:16]([CH3:23])[CH:15]=3)[CH2:10]2)[CH:5]=[C:6]([Cl:8])[CH:7]=1.O.[NH3:29]. (6) The reactants are: [CH:1]1([CH2:6][CH:7]([N:11]2[C:16](=[O:17])[CH:15]=[C:14]([O:18][C:19]3[CH:24]=[CH:23][CH:22]=[CH:21][C:20]=3[O:25][CH3:26])[CH:13]=[N:12]2)[C:8]([OH:10])=O)[CH2:5][CH2:4][CH2:3][CH2:2]1.[NH2:27][C:28]1[CH:32]=[CH:31][N:30]([CH2:33][C:34]([CH3:37])([OH:36])[CH3:35])[N:29]=1. Given the product [CH:1]1([CH2:6][CH:7]([N:11]2[C:16](=[O:17])[CH:15]=[C:14]([O:18][C:19]3[CH:24]=[CH:23][CH:22]=[CH:21][C:20]=3[O:25][CH3:26])[CH:13]=[N:12]2)[C:8]([NH:27][C:28]2[CH:32]=[CH:31][N:30]([CH2:33][C:34]([OH:36])([CH3:35])[CH3:37])[N:29]=2)=[O:10])[CH2:5][CH2:4][CH2:3][CH2:2]1, predict the reactants needed to synthesize it. (7) Given the product [Cl:7][C:8]1[S:12][C:11]([CH2:13][O:14][C:15]2[C:16]([F:29])=[CH:17][C:18]([CH2:22][CH2:23][CH2:24][OH:25])=[CH:19][C:20]=2[F:21])=[C:10]([C:30]2[CH:31]=[CH:32][C:33]([Cl:36])=[CH:34][CH:35]=2)[CH:9]=1, predict the reactants needed to synthesize it. The reactants are: [H-].[H-].[H-].[H-].[Li+].[Al+3].[Cl:7][C:8]1[S:12][C:11]([CH2:13][O:14][C:15]2[C:20]([F:21])=[CH:19][C:18]([CH2:22][CH2:23][C:24](OCC)=[O:25])=[CH:17][C:16]=2[F:29])=[C:10]([C:30]2[CH:35]=[CH:34][C:33]([Cl:36])=[CH:32][CH:31]=2)[CH:9]=1. (8) Given the product [CH2:26]([N:10]1[C:9]2[N:8]=[C:7]([CH2:6][C:5]3[CH:4]=[CH:3][C:2]([NH:1][S:40]([C:35]4[CH:36]=[CH:37][C:38]([Cl:39])=[C:33]([Cl:32])[CH:34]=4)(=[O:42])=[O:41])=[CH:31][CH:30]=3)[NH:15][C:14]=2[C:13](=[O:16])[N:12]([CH2:17][C:18]2[CH:23]=[CH:22][CH:21]=[CH:20][C:19]=2[F:24])[C:11]1=[O:25])[CH2:27][CH2:28][CH3:29], predict the reactants needed to synthesize it. The reactants are: [NH2:1][C:2]1[CH:31]=[CH:30][C:5]([CH2:6][C:7]2[NH:15][C:14]3[C:13](=[O:16])[N:12]([CH2:17][C:18]4[CH:23]=[CH:22][CH:21]=[CH:20][C:19]=4[F:24])[C:11](=[O:25])[N:10]([CH2:26][CH2:27][CH2:28][CH3:29])[C:9]=3[N:8]=2)=[CH:4][CH:3]=1.[Cl:32][C:33]1[CH:34]=[C:35]([S:40](Cl)(=[O:42])=[O:41])[CH:36]=[CH:37][C:38]=1[Cl:39]. (9) Given the product [CH2:18]([C:3]1[C:4]([CH3:17])=[C:5]([C:15]#[N:16])[C:6]2[N:10]([C:2]=1[N:28]1[CH2:29][CH2:30][N:25]([CH3:24])[CH2:26][CH2:27]1)[C:9]1[CH:11]=[CH:12][CH:13]=[CH:14][C:8]=1[N:7]=2)[CH2:19][CH2:20][CH2:21][CH2:22][CH3:23], predict the reactants needed to synthesize it. The reactants are: Cl[C:2]1[N:10]2[C:6](=[N:7][C:8]3[CH:14]=[CH:13][CH:12]=[CH:11][C:9]=32)[C:5]([C:15]#[N:16])=[C:4]([CH3:17])[C:3]=1[CH2:18][CH2:19][CH2:20][CH2:21][CH2:22][CH3:23].[CH3:24][N:25]1[CH2:30][CH2:29][NH:28][CH2:27][CH2:26]1.C(N(CC)CC)C.